Dataset: Full USPTO retrosynthesis dataset with 1.9M reactions from patents (1976-2016). Task: Predict the reactants needed to synthesize the given product. (1) Given the product [C:1]([N:4]1[C:13]2[C:8](=[CH:9][C:10]([N:14]3[CH2:19][CH2:18][NH:17][CH2:16][CH2:15]3)=[CH:11][CH:12]=2)[C@H:7]([NH:27][C:28]2[CH:33]=[CH:32][C:31]([C:34]#[N:35])=[CH:30][N:29]=2)[C@@H:6]([CH3:36])[C@@H:5]1[CH2:37][CH3:38])(=[O:3])[CH3:2], predict the reactants needed to synthesize it. The reactants are: [C:1]([N:4]1[C:13]2[C:8](=[CH:9][C:10]([N:14]3[CH2:19][CH2:18][N:17](C(OC(C)(C)C)=O)[CH2:16][CH2:15]3)=[CH:11][CH:12]=2)[C@H:7]([NH:27][C:28]2[CH:33]=[CH:32][C:31]([C:34]#[N:35])=[CH:30][N:29]=2)[C@@H:6]([CH3:36])[C@@H:5]1[CH2:37][CH3:38])(=[O:3])[CH3:2].C(O)(C(F)(F)F)=O. (2) Given the product [Cl:1][C:2]1[NH:10][C:9]2[C:8](=[O:14])[N:7]([CH2:28][CH3:29])[C:6](=[O:15])[N:5]([CH2:16][C:17]([F:18])([F:19])[F:20])[C:4]=2[N:3]=1, predict the reactants needed to synthesize it. The reactants are: [Cl:1][C:2]1[N:10](CC=C)[C:9]2[C:8](=[O:14])[NH:7][C:6](=[O:15])[N:5]([CH2:16][C:17]([F:20])([F:19])[F:18])[C:4]=2[N:3]=1.C(=O)([O-])[O-].[Cs+].[Cs+].I[CH2:28][CH3:29].N1CCOCC1. (3) Given the product [Cl:1][C:2]1[N:3]=[CH:4][C:5]2[CH:10]=[CH:9][N:8]([CH2:12][C:13]3[C:14]([N:19]([CH3:24])[S:20]([CH3:23])(=[O:22])=[O:21])=[N:15][CH:16]=[CH:17][CH:18]=3)[C:6]=2[N:7]=1, predict the reactants needed to synthesize it. The reactants are: [Cl:1][C:2]1[N:3]=[CH:4][C:5]2[CH:10]=[CH:9][NH:8][C:6]=2[N:7]=1.Cl[CH2:12][C:13]1[C:14]([N:19]([CH3:24])[S:20]([CH3:23])(=[O:22])=[O:21])=[N:15][CH:16]=[CH:17][CH:18]=1.C([O-])([O-])=O.[K+].[K+]. (4) Given the product [CH3:19][O:18][C:17]1[CH:16]=[C:15]2[C:10]([C:11]3[C:36](=[O:37])[C:35]4[CH:34]=[C:33]5[O:38][CH2:39][O:40][C:32]5=[CH:31][C:30]=4[C:12]=3[N:13]([CH2:21][CH2:22][CH2:23][N:24]3[CH2:29][CH2:28][O:27][CH2:26][CH2:25]3)[C:14]2=[O:20])=[CH:9][C:8]=1[O:7][CH2:6][CH2:5][CH2:4][N:41]1[CH2:46][CH2:45][O:44][CH2:43][CH2:42]1, predict the reactants needed to synthesize it. The reactants are: [I-].[Na+].Br[CH2:4][CH2:5][CH2:6][O:7][C:8]1[CH:9]=[C:10]2[C:15](=[CH:16][C:17]=1[O:18][CH3:19])[C:14](=[O:20])[N:13]([CH2:21][CH2:22][CH2:23][N:24]1[CH2:29][CH2:28][O:27][CH2:26][CH2:25]1)[C:12]1[C:30]3[CH:31]=[C:32]4[O:40][CH2:39][O:38][C:33]4=[CH:34][C:35]=3[C:36](=[O:37])[C:11]2=1.[NH:41]1[CH2:46][CH2:45][O:44][CH2:43][CH2:42]1. (5) Given the product [NH2:1][C:2]1[C:7]([F:8])=[C:6]([C:9]2[C:14]3[S:15][CH:16]=[C:17]([Br:26])[C:13]=3[CH:12]=[CH:11][CH:10]=2)[N:5]=[C:4]([C:18]([O:20][CH3:21])=[O:19])[C:3]=1[Cl:22], predict the reactants needed to synthesize it. The reactants are: [NH2:1][C:2]1[C:7]([F:8])=[C:6]([C:9]2[C:14]3[S:15][CH:16]=[CH:17][C:13]=3[CH:12]=[CH:11][CH:10]=2)[N:5]=[C:4]([C:18]([O:20][CH3:21])=[O:19])[C:3]=1[Cl:22].C(=O)=O.[Br:26]Br. (6) Given the product [CH2:23]([O:12][C:11](=[O:13])[CH2:10][C:4]1[CH:5]=[CH:6][C:7]([O:8][CH3:9])=[C:2]([Br:1])[CH:3]=1)[CH3:24], predict the reactants needed to synthesize it. The reactants are: [Br:1][C:2]1[CH:3]=[C:4]([CH2:10][C:11]([OH:13])=[O:12])[CH:5]=[CH:6][C:7]=1[O:8][CH3:9].S(Cl)(Cl)=O.C(=O)(O)[O-].[Na+].[CH2:23](O)[CH3:24].